Task: Predict which catalyst facilitates the given reaction.. Dataset: Catalyst prediction with 721,799 reactions and 888 catalyst types from USPTO (1) Reactant: [Br:1][C:2]1[CH:3]=[CH:4][C:5]([O:8][C:9]2[CH:10]=[C:11]([CH:26]=[CH:27][CH:28]=2)[CH:12]=[C:13]2[CH2:18][CH2:17][N:16](C(OC(C)(C)C)=O)[CH2:15][CH2:14]2)=[N:6][CH:7]=1.[F:29][C:30]([F:35])([F:34])[C:31]([OH:33])=[O:32].C1(C)C=CC=CC=1. Product: [F:29][C:30]([F:35])([F:34])[C:31]([OH:33])=[O:32].[Br:1][C:2]1[CH:3]=[CH:4][C:5]([O:8][C:9]2[CH:28]=[CH:27][CH:26]=[C:11]([CH:12]=[C:13]3[CH2:14][CH2:15][NH:16][CH2:17][CH2:18]3)[CH:10]=2)=[N:6][CH:7]=1. The catalyst class is: 2. (2) Reactant: [Br:1][C:2]1[S:3][C:4]([CH2:8][O:9][C:10]2[CH:17]=[CH:16][C:13]([C:14]#[N:15])=[C:12]([Cl:18])[CH:11]=2)=[C:5]([CH3:7])[N:6]=1.Cl.[NH2:20][OH:21].C(N(CC)CC)C. Product: [Br:1][C:2]1[S:3][C:4]([CH2:8][O:9][C:10]2[CH:17]=[CH:16][C:13]([C:14]([NH:20][OH:21])=[NH:15])=[C:12]([Cl:18])[CH:11]=2)=[C:5]([CH3:7])[N:6]=1. The catalyst class is: 83.